Dataset: Merck oncology drug combination screen with 23,052 pairs across 39 cell lines. Task: Regression. Given two drug SMILES strings and cell line genomic features, predict the synergy score measuring deviation from expected non-interaction effect. (1) Drug 1: CCN(CC)CCNC(=O)c1c(C)[nH]c(C=C2C(=O)Nc3ccc(F)cc32)c1C. Drug 2: C=CCn1c(=O)c2cnc(Nc3ccc(N4CCN(C)CC4)cc3)nc2n1-c1cccc(C(C)(C)O)n1. Cell line: CAOV3. Synergy scores: synergy=2.36. (2) Cell line: PA1. Synergy scores: synergy=6.40. Drug 1: NC1(c2ccc(-c3nc4ccn5c(=O)[nH]nc5c4cc3-c3ccccc3)cc2)CCC1. Drug 2: CCc1cnn2c(NCc3ccc[n+]([O-])c3)cc(N3CCCCC3CCO)nc12. (3) Drug 1: O=C(O)C1(Cc2cccc(Nc3nccs3)n2)CCC(Oc2cccc(Cl)c2F)CC1. Drug 2: CC1(c2nc3c(C(N)=O)cccc3[nH]2)CCCN1. Cell line: T47D. Synergy scores: synergy=9.56. (4) Cell line: LOVO. Drug 2: Cc1nc(Nc2ncc(C(=O)Nc3c(C)cccc3Cl)s2)cc(N2CCN(CCO)CC2)n1. Synergy scores: synergy=23.5. Drug 1: CCN(CC)CCNC(=O)c1c(C)[nH]c(C=C2C(=O)Nc3ccc(F)cc32)c1C. (5) Drug 2: Cn1nnc2c(C(N)=O)ncn2c1=O. Cell line: NCIH2122. Drug 1: CN(Cc1cnc2nc(N)nc(N)c2n1)c1ccc(C(=O)NC(CCC(=O)O)C(=O)O)cc1. Synergy scores: synergy=-4.23. (6) Drug 1: O=C(O)C1(Cc2cccc(Nc3nccs3)n2)CCC(Oc2cccc(Cl)c2F)CC1. Drug 2: CNC(=O)c1cc(Oc2ccc(NC(=O)Nc3ccc(Cl)c(C(F)(F)F)c3)cc2)ccn1. Cell line: LNCAP. Synergy scores: synergy=-8.15.